This data is from Full USPTO retrosynthesis dataset with 1.9M reactions from patents (1976-2016). The task is: Predict the reactants needed to synthesize the given product. (1) Given the product [C:1]([C:5]1[O:9][N:8]=[C:7]([NH:10][C:11]([NH:13][C:14]2[CH:19]=[CH:18][CH:17]=[C:16]([C:20]#[C:21][C:22]3[C:23]([NH:29][C:30]4[CH:34]=[C:33]([C:35]([CH3:38])([CH3:37])[CH3:36])[O:32][N:31]=4)=[N:24][CH:25]=[N:26][CH:27]=3)[CH:15]=2)=[O:12])[CH:6]=1)([CH3:4])([CH3:3])[CH3:2], predict the reactants needed to synthesize it. The reactants are: [C:1]([C:5]1[O:9][N:8]=[C:7]([NH:10][C:11]([NH:13][C:14]2[CH:19]=[CH:18][CH:17]=[C:16]([C:20]#[C:21][C:22]3[C:23](Cl)=[N:24][CH:25]=[N:26][CH:27]=3)[CH:15]=2)=[O:12])[CH:6]=1)([CH3:4])([CH3:3])[CH3:2].[NH2:29][C:30]1[CH:34]=[C:33]([C:35]([CH3:38])([CH3:37])[CH3:36])[O:32][N:31]=1. (2) Given the product [ClH:30].[C:1]([C:3]1[CH:4]=[CH:5][C:6]([CH2:9][CH2:10][N:11]2[CH2:12][CH2:13][C:14]([CH2:18][N:19]([CH3:29])[C:20]3[CH:21]=[CH:22][C:23]([C:24]([OH:26])=[O:25])=[CH:27][CH:28]=3)([OH:17])[CH2:15][CH2:16]2)=[CH:7][CH:8]=1)#[N:2], predict the reactants needed to synthesize it. The reactants are: [C:1]([C:3]1[CH:8]=[CH:7][C:6]([CH2:9][CH2:10][N:11]2[CH2:16][CH2:15][C:14]([CH2:18][N:19]([CH3:29])[C:20]3[CH:28]=[CH:27][C:23]([C:24]([OH:26])=[O:25])=[CH:22][CH:21]=3)([OH:17])[CH2:13][CH2:12]2)=[CH:5][CH:4]=1)#[N:2].[ClH:30]. (3) Given the product [NH2:14][C:12]1[N:13]=[C:8]([CH2:7][CH:4]2[CH2:5][CH2:6][CH:2]([OH:1])[CH2:3]2)[CH:9]=[CH:10][CH:11]=1, predict the reactants needed to synthesize it. The reactants are: [OH:1][CH:2]1[CH2:6][CH2:5][CH:4]([CH2:7][C:8]2[N:13]=[C:12]([NH:14]C(=O)OC(C)(C)C)[CH:11]=[CH:10][CH:9]=2)[CH2:3]1. (4) Given the product [Cl:18][C:15]1[CH:16]=[CH:17][C:12]([C:10](=[O:11])[CH2:9][C:3](=[O:5])[CH3:4])=[CH:13][CH:14]=1, predict the reactants needed to synthesize it. The reactants are: [H-].[Na+].[C:3](OCC)(=[O:5])[CH3:4].[CH3:9][C:10]([C:12]1[CH:17]=[CH:16][C:15]([Cl:18])=[CH:14][CH:13]=1)=[O:11].Cl. (5) Given the product [F:33][CH:31]([F:32])[O:30][CH:25]([C:5]1[C:6]2[N:7]3[CH2:14][CH2:13][CH2:12][N:11]([C:15]4[C:20]([CH3:21])=[N:19][C:18]([O:22][CH3:23])=[N:17][C:16]=4[CH3:24])[C:8]3=[N:9][C:10]=2[C:2]([C:55]#[N:56])=[CH:3][CH:4]=1)[C:26]([F:28])([F:27])[F:29], predict the reactants needed to synthesize it. The reactants are: Br[C:2]1[C:10]2[N:9]=[C:8]3[N:11]([C:15]4[C:16]([CH3:24])=[N:17][C:18]([O:22][CH3:23])=[N:19][C:20]=4[CH3:21])[CH2:12][CH2:13][CH2:14][N:7]3[C:6]=2[C:5]([CH:25]([O:30][CH:31]([F:33])[F:32])[C:26]([F:29])([F:28])[F:27])=[CH:4][CH:3]=1.C(P(C(C)(C)C)C1C=CC=CC=1C1C=CC=CC=1)(C)(C)C.[CH3:55][N:56](C)C=O. (6) Given the product [C:29]([N:32]1[C:41]2[C:36](=[CH:37][C:38]([N:42]3[CH2:47][CH2:46][N:45]([C:48]([O:50][C:51]([CH3:54])([CH3:52])[CH3:53])=[O:49])[C@@H:44]([CH3:55])[CH2:43]3)=[CH:39][CH:40]=2)[C@H:35]([NH:56][C:62]2[CH:67]=[CH:66][C:65]([F:68])=[CH:64][N:63]=2)[C@@H:34]([CH3:57])[C@@H:33]1[CH:58]1[CH2:59][CH2:60]1)(=[O:31])[CH3:30], predict the reactants needed to synthesize it. The reactants are: CN(C1C(C2C(P(C3CCCCC3)C3CCCCC3)=CC=CC=2)=CC=CC=1)C.[C:29]([N:32]1[C:41]2[C:36](=[CH:37][C:38]([N:42]3[CH2:47][CH2:46][N:45]([C:48]([O:50][C:51]([CH3:54])([CH3:53])[CH3:52])=[O:49])[C@@H:44]([CH3:55])[CH2:43]3)=[CH:39][CH:40]=2)[C@H:35]([NH2:56])[C@@H:34]([CH3:57])[C@@H:33]1[CH:58]1[CH2:60][CH2:59]1)(=[O:31])[CH3:30].Br[C:62]1[CH:67]=[CH:66][C:65]([F:68])=[CH:64][N:63]=1.CC(C)([O-])C.[Na+]. (7) The reactants are: [CH3:1][C:2]1([CH3:18])[C:6]([CH3:8])([CH3:7])[O:5][B:4]([C:9]2[CH:17]=[CH:16][C:12]([C:13]([OH:15])=O)=[CH:11][CH:10]=2)[O:3]1.O=S(Cl)Cl.[O:23]1[CH2:28][CH2:27][CH:26]([NH2:29])[CH2:25][CH2:24]1.C(N(CC)CC)C. Given the product [CH3:18][C:2]1([CH3:1])[C:6]([CH3:7])([CH3:8])[O:5][B:4]([C:9]2[CH:10]=[CH:11][C:12]([C:13]([NH:29][CH:26]3[CH2:27][CH2:28][O:23][CH2:24][CH2:25]3)=[O:15])=[CH:16][CH:17]=2)[O:3]1, predict the reactants needed to synthesize it. (8) The reactants are: [Cl:1][C:2]1[CH:3]=[C:4]2[C:10]3([CH2:14][CH2:13][NH:12][CH2:11]3)[CH2:9][N:8]([C:15]([NH:17][C:18]3[S:19][C:20]([Cl:23])=[CH:21][N:22]=3)=[O:16])[C:5]2=[CH:6][CH:7]=1.BrC1C=C2C3(CCNC3)CN([C:38](NC3SC(Cl)=CN=3)=[O:39])C2=CC=1. Given the product [Cl:1][C:2]1[CH:3]=[C:4]2[C:10]3([CH2:14][CH2:13][N:12]([CH:38]=[O:39])[CH2:11]3)[CH2:9][N:8]([C:15]([NH:17][C:18]3[S:19][C:20]([Cl:23])=[CH:21][N:22]=3)=[O:16])[C:5]2=[CH:6][CH:7]=1, predict the reactants needed to synthesize it. (9) Given the product [F:1][C:2]1[C:7]([F:8])=[CH:6][CH:5]=[CH:4][C:3]=1[NH:9][C:10]([C:12]1[C:20]2[C:15](=[N:16][CH:17]=[C:18]([Br:21])[CH:19]=2)[NH:14][CH:13]=1)=[S:31], predict the reactants needed to synthesize it. The reactants are: [F:1][C:2]1[C:7]([F:8])=[CH:6][CH:5]=[CH:4][C:3]=1[NH:9][C:10]([C:12]1[C:20]2[C:15](=[N:16][CH:17]=[C:18]([Br:21])[CH:19]=2)[NH:14][CH:13]=1)=O.COC1C=CC(P2(SP(C3C=CC(OC)=CC=3)(=S)S2)=[S:31])=CC=1.